This data is from Full USPTO retrosynthesis dataset with 1.9M reactions from patents (1976-2016). The task is: Predict the reactants needed to synthesize the given product. (1) Given the product [Cl:1][C:2]1[CH:3]=[CH:4][C:5]([CH2:8][CH2:9][O:10][CH:12]2[CH2:13][CH2:14][CH2:15][CH2:16][O:11]2)=[CH:6][N:7]=1, predict the reactants needed to synthesize it. The reactants are: [Cl:1][C:2]1[N:7]=[CH:6][C:5]([CH2:8][CH2:9][OH:10])=[CH:4][CH:3]=1.[O:11]1[CH:16]=[CH:15][CH2:14][CH2:13][CH2:12]1. (2) Given the product [CH3:5][O:6][C:7]1[CH:12]=[C:11]([S:13][CH3:14])[CH:10]=[CH:9][C:8]=1[C:15]([OH:17])=[O:18], predict the reactants needed to synthesize it. The reactants are: [OH-].[Na+].BrBr.[CH3:5][O:6][C:7]1[CH:12]=[C:11]([S:13][CH3:14])[CH:10]=[CH:9][C:8]=1[C:15](=[O:17])C.[O-:18]S([O-])=O.[Na+].[Na+].Cl. (3) The reactants are: C([O:3][C:4](=[O:35])[C:5]1[CH:10]=[CH:9][CH:8]=[CH:7][C:6]=1[NH:11][C:12]1[C:17]([Cl:18])=[CH:16][N:15]=[C:14]([NH:19][C:20]2[CH:34]=[CH:33][C:23]3[CH2:24][CH2:25][N:26]([CH2:29][CH2:30][O:31][CH3:32])[CH2:27][CH2:28][C:22]=3[CH:21]=2)[N:13]=1)C.O1CCCC1.[OH-].[Li+].O. Given the product [Cl:18][C:17]1[C:12]([NH:11][C:6]2[CH:7]=[CH:8][CH:9]=[CH:10][C:5]=2[C:4]([OH:35])=[O:3])=[N:13][C:14]([NH:19][C:20]2[CH:34]=[CH:33][C:23]3[CH2:24][CH2:25][N:26]([CH2:29][CH2:30][O:31][CH3:32])[CH2:27][CH2:28][C:22]=3[CH:21]=2)=[N:15][CH:16]=1, predict the reactants needed to synthesize it. (4) Given the product [Cl:18][C:14]1[CH:15]=[CH:16][CH:17]=[C:2]2[C:3]=1[C:4](=[O:5])[N:6]([C:7]1[CH:12]=[CH:11][CH:10]=[CH:9][C:8]=1[CH3:13])[C:21]([CH2:20][Cl:19])=[N:1]2, predict the reactants needed to synthesize it. The reactants are: [NH2:1][C:2]1[CH:17]=[CH:16][CH:15]=[C:14]([Cl:18])[C:3]=1[C:4]([NH:6][C:7]1[CH:12]=[CH:11][CH:10]=[CH:9][C:8]=1[CH3:13])=[O:5].[Cl:19][CH2:20][C:21](Cl)=O.